Task: Regression. Given a peptide amino acid sequence and an MHC pseudo amino acid sequence, predict their binding affinity value. This is MHC class II binding data.. Dataset: Peptide-MHC class II binding affinity with 134,281 pairs from IEDB (1) The peptide sequence is LLNRNNSFKPFAEYK. The MHC is DRB1_1001 with pseudo-sequence DRB1_1001. The binding affinity (normalized) is 0.258. (2) The peptide sequence is PCLFMRTVSHVILHG. The MHC is DRB1_0901 with pseudo-sequence DRB1_0901. The binding affinity (normalized) is 0.546.